From a dataset of Acute oral toxicity (LD50) regression data from Zhu et al.. Regression/Classification. Given a drug SMILES string, predict its toxicity properties. Task type varies by dataset: regression for continuous values (e.g., LD50, hERG inhibition percentage) or binary classification for toxic/non-toxic outcomes (e.g., AMES mutagenicity, cardiotoxicity, hepatotoxicity). Dataset: ld50_zhu. (1) The drug is CCC(=O)OC1CCC2C3CCC4=CC(=O)CCC4(C)C3CCC12C. The rat oral LD50 is 2.54, given as -log10 of the dose in mol/kg body weight (higher means more acutely toxic). (2) The drug is Oc1cc(O)cc(Sc2cc(O)cc(O)c2)c1. The rat oral LD50 is 1.77, given as -log10 of the dose in mol/kg body weight (higher means more acutely toxic). (3) The compound is FC(F)=C(F)c1ccccc1. The rat oral LD50 is 1.80, given as -log10 of the dose in mol/kg body weight (higher means more acutely toxic). (4) The compound is O=C(NNCc1ccccc1)c1ccccn1. The rat oral LD50 is 2.98, given as -log10 of the dose in mol/kg body weight (higher means more acutely toxic). (5) The molecule is CCCOP(=O)(SCCC)SCCC. The rat oral LD50 is 3.30, given as -log10 of the dose in mol/kg body weight (higher means more acutely toxic). (6) The compound is CC(C)NCC(O)c1ccc2ccccc2c1. The rat oral LD50 is 2.41, given as -log10 of the dose in mol/kg body weight (higher means more acutely toxic). (7) The drug is CC=CC=CCOC(C)=O. The rat oral LD50 is 1.51, given as -log10 of the dose in mol/kg body weight (higher means more acutely toxic).